This data is from Catalyst prediction with 721,799 reactions and 888 catalyst types from USPTO. The task is: Predict which catalyst facilitates the given reaction. Reactant: [N+:1]([C:4]1[CH:9]=[CH:8][C:7]([C:10]2[CH:15]=[CH:14][C:13]([S:16]([NH:19][C@H:20]([C:24]([O:26][CH3:27])=[O:25])[CH:21]([CH3:23])[CH3:22])(=[O:18])=[O:17])=[CH:12][CH:11]=2)=[CH:6][CH:5]=1)([O-])=O.Cl.[CH2:29](O)C. Product: [NH2:1][C:4]1[CH:9]=[CH:8][C:7]([C:10]2[CH:15]=[CH:14][C:13]([S:16]([N:19]([CH3:29])[C@H:20]([C:24]([O:26][CH3:27])=[O:25])[CH:21]([CH3:23])[CH3:22])(=[O:18])=[O:17])=[CH:12][CH:11]=2)=[CH:6][CH:5]=1. The catalyst class is: 292.